Predict the product of the given reaction. From a dataset of Forward reaction prediction with 1.9M reactions from USPTO patents (1976-2016). (1) Given the reactants C1C2=C3C(=CC=C2NC1)NC(C(OC)=O)=C3.[C:17]([O:21][C:22]([N:24]1[C:35]2[C:27](=[C:28]3[C:32](=[CH:33][CH:34]=2)[NH:31][C:30]([C:36]([O:38]C)=[O:37])=[CH:29]3)[CH2:26][CH2:25]1)=[O:23])([CH3:20])([CH3:19])[CH3:18].CCN(C(C)C)C(C)C, predict the reaction product. The product is: [C:17]([O:21][C:22]([N:24]1[C:35]2[C:27](=[C:28]3[C:32](=[CH:33][CH:34]=2)[NH:31][C:30]([C:36]([OH:38])=[O:37])=[CH:29]3)[CH2:26][CH2:25]1)=[O:23])([CH3:20])([CH3:18])[CH3:19]. (2) Given the reactants [Li]CCCC.Br[C:7]1[C:15]2[C:14]([Cl:16])=[N:13][CH:12]=[N:11][C:10]=2[N:9]([CH:17]([CH3:19])[CH3:18])[CH:8]=1.[C:20](=[N:33][C:34]1[CH:35]=[C:36]([CH:43]=[C:44]([O:46][CH3:47])[N:45]=1)[C:37](N(OC)C)=[O:38])([C:27]1[CH:32]=[CH:31][CH:30]=[CH:29][CH:28]=1)[C:21]1[CH:26]=[CH:25][CH:24]=[CH:23][CH:22]=1, predict the reaction product. The product is: [C:20](=[N:33][C:34]1[CH:35]=[C:36]([C:37]([C:7]2[C:15]3[C:14]([Cl:16])=[N:13][CH:12]=[N:11][C:10]=3[N:9]([CH:17]([CH3:19])[CH3:18])[CH:8]=2)=[O:38])[CH:43]=[C:44]([O:46][CH3:47])[N:45]=1)([C:27]1[CH:28]=[CH:29][CH:30]=[CH:31][CH:32]=1)[C:21]1[CH:26]=[CH:25][CH:24]=[CH:23][CH:22]=1. (3) Given the reactants [Cl:1][C:2]1[CH:3]=[CH:4][C:5]([C:8]([OH:10])=O)=[N:6][CH:7]=1.[NH:11]1[C:19]2[C:14](=[CH:15][C:16]([CH2:20][NH2:21])=[CH:17][CH:18]=2)[CH:13]=[CH:12]1.N, predict the reaction product. The product is: [Cl:1][C:2]1[CH:3]=[CH:4][C:5]([C:8]([NH:21][CH2:20][C:16]2[CH:15]=[C:14]3[C:19](=[CH:18][CH:17]=2)[NH:11][CH:12]=[CH:13]3)=[O:10])=[N:6][CH:7]=1. (4) The product is: [C:1]12([C:11]([O:14][C:15]3[CH:16]=[C:17]4[C:22](=[CH:23][CH:24]=3)[N:21]=[CH:20][CH:19]=[CH:18]4)=[O:12])[CH2:8][CH:7]3[CH2:6][CH:5]([CH2:4][CH:3]([CH2:9]3)[CH2:2]1)[CH2:10]2. Given the reactants [C:1]12([C:11](Cl)=[O:12])[CH2:10][CH:5]3[CH2:6][CH:7]([CH2:9][CH:3]([CH2:4]3)[CH2:2]1)[CH2:8]2.[OH:14][C:15]1[CH:16]=[C:17]2[C:22](=[CH:23][CH:24]=1)[N:21]=[CH:20][CH:19]=[CH:18]2.O, predict the reaction product. (5) Given the reactants [N:1]1[CH:6]=[CH:5][CH:4]=[C:3]([C:7]2[CH:8]=[C:9]([C:13]3[N:17]4[CH:18]=[CH:19][C:20]([CH:22]=[O:23])=[CH:21][C:16]4=[N:15][CH:14]=3)[CH:10]=[CH:11][CH:12]=2)[CH:2]=1.[CH3:24][Mg]Br.CO, predict the reaction product. The product is: [NH3:1].[N:1]1[CH:6]=[CH:5][CH:4]=[C:3]([C:7]2[CH:8]=[C:9]([C:13]3[N:17]4[CH:18]=[CH:19][C:20]([CH:22]([OH:23])[CH3:24])=[CH:21][C:16]4=[N:15][CH:14]=3)[CH:10]=[CH:11][CH:12]=2)[CH:2]=1. (6) Given the reactants C(O[C:6](=O)[NH:7][CH2:8][C@H:9]([C:19]1[CH:28]=[CH:27][C:26]2[C:21](=[CH:22][CH:23]=[CH:24][CH:25]=2)[CH:20]=1)[C@H:10]([C:12]1[CH:17]=[CH:16][C:15]([F:18])=[CH:14][CH:13]=1)[OH:11])(C)(C)C.[H-].[H-].[H-].[H-].[Li+].[Al+3], predict the reaction product. The product is: [F:18][C:15]1[CH:14]=[CH:13][C:12]([C@H:10]([OH:11])[C@@H:9]([C:19]2[CH:28]=[CH:27][C:26]3[C:21](=[CH:22][CH:23]=[CH:24][CH:25]=3)[CH:20]=2)[CH2:8][NH:7][CH3:6])=[CH:17][CH:16]=1.